Dataset: Forward reaction prediction with 1.9M reactions from USPTO patents (1976-2016). Task: Predict the product of the given reaction. (1) Given the reactants Br[C:2]1[CH:3]=[N:4][N:5]2[C:10]([C:11]3[CH:12]=[C:13]([NH:17][C:18](=[O:23])[CH2:19][CH:20]([CH3:22])[CH3:21])[CH:14]=[CH:15][CH:16]=3)=[CH:9][CH:8]=[N:7][C:6]=12.[S:24]1[CH:28]=[CH:27][CH:26]=[C:25]1B(O)O, predict the reaction product. The product is: [CH3:21][CH:20]([CH3:22])[CH2:19][C:18]([NH:17][C:13]1[CH:14]=[CH:15][CH:16]=[C:11]([C:10]2[N:5]3[N:4]=[CH:3][C:2]([C:25]4[S:24][CH:28]=[CH:27][CH:26]=4)=[C:6]3[N:7]=[CH:8][CH:9]=2)[CH:12]=1)=[O:23]. (2) Given the reactants O[CH2:2][C:3]1[N:4]=[CH:5][C:6]([C:9]([O:11][CH3:12])=[O:10])=[N:7][CH:8]=1.F.F.F.C(N(CC)CC)C.[F:23]C(F)(C(F)(F)F)C(F)(F)C(F)(F)S(F)(=O)=O.C([O-])(O)=O.[Na+], predict the reaction product. The product is: [F:23][CH2:2][C:3]1[N:4]=[CH:5][C:6]([C:9]([O:11][CH3:12])=[O:10])=[N:7][CH:8]=1. (3) Given the reactants [F:1][C:2]1[CH:7]=[CH:6][C:5]([N:8]2[C:12]([NH2:13])=[CH:11][C:10]([C:14]([F:17])([F:16])[F:15])=[N:9]2)=[CH:4][CH:3]=1.C([O-])([O-])=O.[K+].[K+].Cl[C:25]([O:27][C:28]1[CH:33]=[CH:32][CH:31]=[CH:30][CH:29]=1)=[O:26], predict the reaction product. The product is: [F:1][C:2]1[CH:3]=[CH:4][C:5]([N:8]2[C:12]([NH:13][C:25](=[O:26])[O:27][C:28]3[CH:33]=[CH:32][CH:31]=[CH:30][CH:29]=3)=[CH:11][C:10]([C:14]([F:15])([F:17])[F:16])=[N:9]2)=[CH:6][CH:7]=1. (4) Given the reactants [Cl:1][C:2]1[C:3]([CH2:30][N:31]2[CH2:35][CH2:34][C@@H:33]([NH:36]C(=O)OC(C)(C)C)[CH2:32]2)=[C:4]([C:26]([F:29])([F:28])[F:27])[CH:5]=[C:6]2[C:11]=1[N:10]=[CH:9][N:8]([CH2:12][C:13]1[CH:18]=[C:17]([Cl:19])[CH:16]=[CH:15][C:14]=1[S:20]([CH2:23][CH3:24])(=[O:22])=[O:21])[C:7]2=[O:25].Cl.C(S(N1C=CC=C1CN)(=O)=O)C, predict the reaction product. The product is: [NH2:36][C@@H:33]1[CH2:34][CH2:35][N:31]([CH2:30][C:3]2[C:2]([Cl:1])=[C:11]3[C:6]([C:7](=[O:25])[N:8]([CH2:12][C:13]4[CH:18]=[C:17]([Cl:19])[CH:16]=[CH:15][C:14]=4[S:20]([CH2:23][CH3:24])(=[O:22])=[O:21])[CH:9]=[N:10]3)=[CH:5][C:4]=2[C:26]([F:27])([F:28])[F:29])[CH2:32]1. (5) Given the reactants [OH:1][C:2]1[CH:3]=[C:4]([CH:7]=[CH:8][CH:9]=1)[CH:5]=[O:6].I[CH:11]([CH3:13])[CH3:12].[K].O, predict the reaction product. The product is: [CH:11]([O:1][C:2]1[CH:3]=[C:4]([CH:7]=[CH:8][CH:9]=1)[CH:5]=[O:6])([CH3:13])[CH3:12]. (6) Given the reactants O.[OH-].[Li+].C([O:6][C:7]([C@:9]1([F:35])[C@@H:14]2[C@H:10]1[CH2:11][C@@H:12]([O:26][CH2:27][C:28]1[CH:33]=[CH:32][C:31]([F:34])=[CH:30][CH:29]=1)[C@@:13]2([NH2:25])[C:15]([O:17]CC1C=CC=CC=1)=[O:16])=[O:8])C, predict the reaction product. The product is: [NH2:25][C@@:13]1([C:15]([OH:17])=[O:16])[C@H:12]([O:26][CH2:27][C:28]2[CH:33]=[CH:32][C:31]([F:34])=[CH:30][CH:29]=2)[CH2:11][C@@H:10]2[C@H:14]1[C@@:9]2([F:35])[C:7]([OH:8])=[O:6]. (7) Given the reactants C(O[C:6](=[O:32])[NH:7][CH2:8][CH2:9][N:10]1[CH2:19][CH2:18][C:17]2[C:12](=[CH:13][C:14]([O:22][CH3:23])=[C:15]([O:20][CH3:21])[CH:16]=2)[CH:11]1[CH2:24][C:25]1[CH:30]=[CH:29][C:28]([F:31])=[CH:27][CH:26]=1)(C)(C)C.Cl.C1N=CN(C(N2C=NC=C2)=O)C=1.[NH2:46][C:47]1[C:56]2[C:51](=[N:52][C:53]([CH3:57])=[CH:54][CH:55]=2)[N:50]=[CH:49][CH:48]=1.C[Si]([N-][Si](C)(C)C)(C)C.[Na+], predict the reaction product. The product is: [F:31][C:28]1[CH:29]=[CH:30][C:25]([CH2:24][CH:11]2[C:12]3[C:17](=[CH:16][C:15]([O:20][CH3:21])=[C:14]([O:22][CH3:23])[CH:13]=3)[CH2:18][CH2:19][N:10]2[CH2:9][CH2:8][NH:7][C:6]([NH:46][C:47]2[C:56]3[C:51](=[N:52][C:53]([CH3:57])=[CH:54][CH:55]=3)[N:50]=[CH:49][CH:48]=2)=[O:32])=[CH:26][CH:27]=1. (8) Given the reactants [CH3:1][O:2][C:3](=[O:27])[C:4]1[CH:9]=[CH:8][C:7]([O:10][CH2:11][CH2:12][NH:13][C:14]([C:16]2[O:17][C:18]3[CH:26]=[CH:25][CH:24]=[CH:23][C:19]=3[C:20]=2[CH2:21]Br)=[O:15])=[CH:6][CH:5]=1.[CH3:28][NH:29][CH3:30].O1CCCC1, predict the reaction product. The product is: [CH3:1][O:2][C:3](=[O:27])[C:4]1[CH:9]=[CH:8][C:7]([O:10][CH2:11][CH2:12][NH:13][C:14]([C:16]2[O:17][C:18]3[CH:26]=[CH:25][CH:24]=[CH:23][C:19]=3[C:20]=2[CH2:21][N:29]([CH3:30])[CH3:28])=[O:15])=[CH:6][CH:5]=1.